From a dataset of Forward reaction prediction with 1.9M reactions from USPTO patents (1976-2016). Predict the product of the given reaction. (1) Given the reactants [CH3:1][C:2]([CH3:10])([CH:8]=[O:9])[CH2:3][C:4]([O:6][CH3:7])=[O:5].[CH2:11](O)[CH2:12][OH:13].O.C1(C)C=CC(S(O)(=O)=O)=CC=1.O, predict the reaction product. The product is: [CH3:1][C:2]([CH3:10])([CH:8]1[O:13][CH2:12][CH2:11][O:9]1)[CH2:3][C:4]([O:6][CH3:7])=[O:5]. (2) Given the reactants [NH2:1][C:2]1[CH:3]=[CH:4][C:5]2[O:9][C:8]([CH2:10][CH2:11][CH2:12][CH3:13])=[C:7]([C:14](=[O:34])[C:15]3[CH:20]=[CH:19][C:18]([O:21][CH2:22][CH2:23][CH2:24][N:25]([CH2:30][CH2:31][CH2:32][CH3:33])[CH2:26][CH2:27][CH2:28][CH3:29])=[CH:17][CH:16]=3)[C:6]=2[CH:35]=1.[CH3:36][S:37]([Cl:40])(=[O:39])=[O:38], predict the reaction product. The product is: [ClH:40].[CH2:10]([C:8]1[O:9][C:5]2[CH:4]=[CH:3][C:2]([NH:1][S:37]([CH3:36])(=[O:39])=[O:38])=[CH:35][C:6]=2[C:7]=1[C:14](=[O:34])[C:15]1[CH:20]=[CH:19][C:18]([O:21][CH2:22][CH2:23][CH2:24][N:25]([CH2:26][CH2:27][CH2:28][CH3:29])[CH2:30][CH2:31][CH2:32][CH3:33])=[CH:17][CH:16]=1)[CH2:11][CH2:12][CH3:13].